This data is from Full USPTO retrosynthesis dataset with 1.9M reactions from patents (1976-2016). The task is: Predict the reactants needed to synthesize the given product. (1) Given the product [NH2:8][C:5]1[C:4]([F:9])=[CH:3][C:2]([Cl:1])=[CH:7][N+:6]=1[O-:10], predict the reactants needed to synthesize it. The reactants are: [Cl:1][C:2]1[CH:3]=[C:4]([F:9])[C:5]([NH2:8])=[N:6][CH:7]=1.[OH:10]O. (2) Given the product [FH:12].[F-:12].[CH2:2]([O:4][CH2:5][N+:6]1([CH3:11])[CH2:10][CH2:9][CH2:8][CH2:7]1)[CH3:3], predict the reactants needed to synthesize it. The reactants are: [Cl-].[CH2:2]([O:4][CH2:5][N+:6]1([CH3:11])[CH2:10][CH2:9][CH2:8][CH2:7]1)[CH3:3].[FH:12]. (3) Given the product [CH3:27][O:28][C:4]1[CH:9]=[CH:8][CH:7]=[CH:6][C:5]=1[N:10]1[CH2:11][CH2:12][N:13]([CH2:16][C:17]2[CH:26]=[CH:25][C:24]3[C:19](=[CH:20][CH:21]=[CH:22][CH:23]=3)[N:18]=2)[CH2:14][CH2:15]1, predict the reactants needed to synthesize it. The reactants are: N1[C:9]2[C:4](=[C:5]([N:10]3[CH2:15][CH2:14][N:13]([CH2:16][C:17]4[CH:26]=[CH:25][C:24]5[C:19](=[CH:20][CH:21]=[CH:22][CH:23]=5)[N:18]=4)[CH2:12][CH2:11]3)[CH:6]=[CH:7][CH:8]=2)C=C1.[CH3:27][O:28]C1C=CC=CC=1N1CCNCC1. (4) Given the product [N:1]1[C:10]2[C:5](=[CH:6][C:7]([CH2:11][CH2:12][CH:13]=[O:14])=[CH:8][CH:9]=2)[CH:4]=[CH:3][CH:2]=1, predict the reactants needed to synthesize it. The reactants are: [N:1]1[C:10]2[C:5](=[CH:6][C:7]([CH2:11][CH2:12][CH2:13][OH:14])=[CH:8][CH:9]=2)[CH:4]=[CH:3][CH:2]=1. (5) Given the product [CH3:6][S:7][C:8]1[NH:9][C:23]([CH3:25])=[C:22]([C:21]([O:27][CH2:28][CH3:29])=[O:26])[CH:16]([C:15]2[CH:18]=[CH:19][CH:20]=[C:13]([O:12][CH3:11])[CH:14]=2)[N:10]=1, predict the reactants needed to synthesize it. The reactants are: S(O)(O)(=O)=O.[CH3:6][S:7][C:8](=[NH:10])[NH2:9].[CH3:11][O:12][C:13]1[CH:14]=[C:15]([CH:18]=[CH:19][CH:20]=1)[CH:16]=O.[C:21]([O:27][CH2:28][CH3:29])(=[O:26])[CH2:22][C:23]([CH3:25])=O.[Na]. (6) Given the product [CH2:1]([O:5][C:6]([C:8]1[CH:17]=[CH:16][C:15]2[C:10](=[CH:11][CH:12]=[C:13]([C:22]([F:25])([F:23])[F:24])[CH:14]=2)[N:9]=1)=[O:7])[CH2:2][CH2:3][CH3:4], predict the reactants needed to synthesize it. The reactants are: [CH2:1]([O:5][C:6]([CH:8]1[CH:17](Br)[CH:16](OCC)[C:15]2[C:10](=[CH:11][CH:12]=[C:13]([C:22]([F:25])([F:24])[F:23])[CH:14]=2)[NH:9]1)=[O:7])[CH2:2][CH2:3][CH3:4].C1CCN2C(=NCCC2)CC1.